Task: Predict the product of the given reaction.. Dataset: Forward reaction prediction with 1.9M reactions from USPTO patents (1976-2016) (1) Given the reactants [CH3:1][C:2]1[CH:7]=[CH:6][N:5]=[CH:4][C:3]=1[N:8]1[CH2:12][CH2:11][NH:10][C:9]1=[O:13].Br[C:15]1[CH:20]=[CH:19][C:18]([F:21])=[CH:17][C:16]=1[F:22].N[C@@H]1CCCC[C@H]1N.P([O-])([O-])([O-])=O.[K+].[K+].[K+], predict the reaction product. The product is: [F:21][C:18]1[CH:17]=[C:16]([F:22])[CH:15]=[CH:20][C:19]=1[N:10]1[CH2:11][CH2:12][N:8]([C:3]2[CH:4]=[N:5][CH:6]=[CH:7][C:2]=2[CH3:1])[C:9]1=[O:13]. (2) Given the reactants [I:1][C:2]1[C:7]([CH3:8])=[CH:6][N:5]=[C:4]([NH2:9])[CH:3]=1.C(=O)(O)[O-].[Na+].Cl[CH:16]([CH:22]=O)[C:17]([O:19][CH2:20][CH3:21])=[O:18], predict the reaction product. The product is: [I:1][C:2]1[C:7]([CH3:8])=[CH:6][N:5]2[C:16]([C:17]([O:19][CH2:20][CH3:21])=[O:18])=[CH:22][N:9]=[C:4]2[CH:3]=1.